From a dataset of Full USPTO retrosynthesis dataset with 1.9M reactions from patents (1976-2016). Predict the reactants needed to synthesize the given product. (1) Given the product [CH2:28]([N:30]([CH2:12][CH:8]1[O:7][C:6]2[CH:5]=[C:4]([S:24]([CH3:27])(=[O:25])=[O:26])[CH:3]=[C:2]([F:1])[C:11]=2[O:10][CH2:9]1)[CH2:31][CH2:32][CH3:33])[CH3:29], predict the reactants needed to synthesize it. The reactants are: [F:1][C:2]1[C:11]2[O:10][CH2:9][CH:8]([CH2:12]OS(C3C=CC(C)=CC=3)(=O)=O)[O:7][C:6]=2[CH:5]=[C:4]([S:24]([CH3:27])(=[O:26])=[O:25])[CH:3]=1.[CH2:28]([NH:30][CH2:31][CH2:32][CH3:33])[CH3:29]. (2) Given the product [Br:28][C:29]1[C:34]([F:35])=[CH:33][C:32]([O:36][CH:2]2[CH2:7][CH2:6][CH2:5][N:4]([CH:8]3[CH2:13][CH2:12][N:11]([C:14]([O:16][C:17]([CH3:20])([CH3:19])[CH3:18])=[O:15])[CH2:10][CH2:9]3)[C:3]2=[O:21])=[C:31]([F:37])[CH:30]=1, predict the reactants needed to synthesize it. The reactants are: Br[CH:2]1[CH2:7][CH2:6][CH2:5][N:4]([CH:8]2[CH2:13][CH2:12][N:11]([C:14]([O:16][C:17]([CH3:20])([CH3:19])[CH3:18])=[O:15])[CH2:10][CH2:9]2)[C:3]1=[O:21].C([O-])([O-])=O.[K+].[K+].[Br:28][C:29]1[C:34]([F:35])=[CH:33][C:32]([OH:36])=[C:31]([F:37])[CH:30]=1. (3) Given the product [C:15]1([CH:31]([OH:32])[C:5]#[CH:6])[C:28]2[C:29]3=[C:30]4[C:25](=[CH:26][CH:27]=2)[CH:24]=[CH:23][CH:22]=[C:21]4[CH:20]=[CH:19][C:18]3=[CH:17][CH:16]=1, predict the reactants needed to synthesize it. The reactants are: C[Si]([C:5]#[CH:6])(C)C.C[Mg+].[Br-].C1COCC1.[C:15]1([CH:31]=[O:32])[C:28]2[C:29]3=[C:30]4[C:25](=[CH:26][CH:27]=2)[CH:24]=[CH:23][CH:22]=[C:21]4[CH:20]=[CH:19][C:18]3=[CH:17][CH:16]=1.[NH4+].[Cl-].C([O-])([O-])=O.[K+].[K+]. (4) Given the product [C:10]([O:9][C:7]([N:5]1[CH2:6][C@@H:2]([OH:1])[CH2:3][C@H:4]1[C:14]([OH:16])=[O:15])=[O:8])([CH3:13])([CH3:11])[CH3:12], predict the reactants needed to synthesize it. The reactants are: [OH:1][C@@H:2]1[CH2:6][N:5]([C:7]([O:9][C:10]([CH3:13])([CH3:12])[CH3:11])=[O:8])[C@H:4]([C:14]([O:16]C)=[O:15])[CH2:3]1.CO.[OH-].[Na+].